From a dataset of NCI-60 drug combinations with 297,098 pairs across 59 cell lines. Regression. Given two drug SMILES strings and cell line genomic features, predict the synergy score measuring deviation from expected non-interaction effect. (1) Drug 1: CC1C(C(=O)NC(C(=O)N2CCCC2C(=O)N(CC(=O)N(C(C(=O)O1)C(C)C)C)C)C(C)C)NC(=O)C3=C4C(=C(C=C3)C)OC5=C(C(=O)C(=C(C5=N4)C(=O)NC6C(OC(=O)C(N(C(=O)CN(C(=O)C7CCCN7C(=O)C(NC6=O)C(C)C)C)C)C(C)C)C)N)C. Drug 2: CC1C(C(CC(O1)OC2CC(OC(C2O)C)OC3=CC4=CC5=C(C(=O)C(C(C5)C(C(=O)C(C(C)O)O)OC)OC6CC(C(C(O6)C)O)OC7CC(C(C(O7)C)O)OC8CC(C(C(O8)C)O)(C)O)C(=C4C(=C3C)O)O)O)O. Cell line: RXF 393. Synergy scores: CSS=33.3, Synergy_ZIP=-0.596, Synergy_Bliss=-0.711, Synergy_Loewe=-5.96, Synergy_HSA=-3.38. (2) Drug 1: CC1C(C(CC(O1)OC2CC(CC3=C2C(=C4C(=C3O)C(=O)C5=C(C4=O)C(=CC=C5)OC)O)(C(=O)CO)O)N)O.Cl. Drug 2: C1=NC2=C(N1)C(=S)N=C(N2)N. Cell line: NCI-H226. Synergy scores: CSS=27.8, Synergy_ZIP=0.544, Synergy_Bliss=0.802, Synergy_Loewe=-10.5, Synergy_HSA=-0.524. (3) Drug 1: CS(=O)(=O)OCCCCOS(=O)(=O)C. Drug 2: CCN(CC)CCCC(C)NC1=C2C=C(C=CC2=NC3=C1C=CC(=C3)Cl)OC. Cell line: HL-60(TB). Synergy scores: CSS=45.2, Synergy_ZIP=-4.45, Synergy_Bliss=-2.27, Synergy_Loewe=1.38, Synergy_HSA=2.00. (4) Drug 1: C1=CC=C(C=C1)NC(=O)CCCCCCC(=O)NO. Drug 2: C1CN1C2=NC(=NC(=N2)N3CC3)N4CC4. Cell line: OVCAR-4. Synergy scores: CSS=16.9, Synergy_ZIP=-5.99, Synergy_Bliss=-6.01, Synergy_Loewe=-3.69, Synergy_HSA=-2.40. (5) Drug 1: CC1=C(N=C(N=C1N)C(CC(=O)N)NCC(C(=O)N)N)C(=O)NC(C(C2=CN=CN2)OC3C(C(C(C(O3)CO)O)O)OC4C(C(C(C(O4)CO)O)OC(=O)N)O)C(=O)NC(C)C(C(C)C(=O)NC(C(C)O)C(=O)NCCC5=NC(=CS5)C6=NC(=CS6)C(=O)NCCC[S+](C)C)O. Drug 2: N.N.Cl[Pt+2]Cl. Cell line: ACHN. Synergy scores: CSS=75.2, Synergy_ZIP=-3.24, Synergy_Bliss=-3.33, Synergy_Loewe=-0.0957, Synergy_HSA=1.25. (6) Drug 1: CN(C)C1=NC(=NC(=N1)N(C)C)N(C)C. Drug 2: C1=CN(C=N1)CC(O)(P(=O)(O)O)P(=O)(O)O. Cell line: SN12C. Synergy scores: CSS=-4.47, Synergy_ZIP=0.376, Synergy_Bliss=-0.289, Synergy_Loewe=-3.29, Synergy_HSA=-1.75. (7) Drug 1: CC1=C2C(C(=O)C3(C(CC4C(C3C(C(C2(C)C)(CC1OC(=O)C(C(C5=CC=CC=C5)NC(=O)OC(C)(C)C)O)O)OC(=O)C6=CC=CC=C6)(CO4)OC(=O)C)OC)C)OC. Drug 2: CC12CCC3C(C1CCC2O)C(CC4=C3C=CC(=C4)O)CCCCCCCCCS(=O)CCCC(C(F)(F)F)(F)F. Cell line: SK-MEL-5. Synergy scores: CSS=45.2, Synergy_ZIP=8.60, Synergy_Bliss=6.28, Synergy_Loewe=-18.4, Synergy_HSA=6.88. (8) Drug 1: CC12CCC3C(C1CCC2=O)CC(=C)C4=CC(=O)C=CC34C. Drug 2: C1=NC2=C(N1)C(=S)N=CN2. Cell line: UACC-257. Synergy scores: CSS=34.5, Synergy_ZIP=-4.49, Synergy_Bliss=-6.02, Synergy_Loewe=-11.9, Synergy_HSA=-4.39. (9) Drug 1: CN(C)C1=NC(=NC(=N1)N(C)C)N(C)C. Drug 2: CC(C)CN1C=NC2=C1C3=CC=CC=C3N=C2N. Cell line: SF-268. Synergy scores: CSS=-2.04, Synergy_ZIP=3.55, Synergy_Bliss=7.36, Synergy_Loewe=2.57, Synergy_HSA=1.06.